Dataset: Peptide-MHC class I binding affinity with 185,985 pairs from IEDB/IMGT. Task: Regression. Given a peptide amino acid sequence and an MHC pseudo amino acid sequence, predict their binding affinity value. This is MHC class I binding data. The peptide sequence is ARVAASLAK. The MHC is HLA-B27:05 with pseudo-sequence HLA-B27:05. The binding affinity (normalized) is 0.423.